From a dataset of Full USPTO retrosynthesis dataset with 1.9M reactions from patents (1976-2016). Predict the reactants needed to synthesize the given product. (1) Given the product [OH:15][C:14]1[C:9](=[O:8])[NH:10][N:11]=[C:12]([CH2:23][CH2:24][C:25]2[CH:26]=[N:27][C:28]([C:31]([F:32])([F:33])[F:34])=[CH:29][CH:30]=2)[CH:13]=1, predict the reactants needed to synthesize it. The reactants are: C([O:8][C:9]1[N:10]=[N:11][C:12]([C:23]#[C:24][C:25]2[CH:26]=[N:27][C:28]([C:31]([F:34])([F:33])[F:32])=[CH:29][CH:30]=2)=[CH:13][C:14]=1[O:15]CC1C=CC=CC=1)C1C=CC=CC=1. (2) The reactants are: [NH2:1][CH2:2][CH2:3][C:4]([OH:6])=[O:5].[OH-].[Na+].[C:9](Cl)(=[O:13])[C:10]([CH3:12])=[CH2:11].Cl. Given the product [C:9]([NH:1][CH2:2][CH2:3][C:4]([OH:6])=[O:5])(=[O:13])[C:10]([CH3:12])=[CH2:11], predict the reactants needed to synthesize it. (3) The reactants are: [O-:1][S:2]([O-:4])=[O:3].[Na+:5].[Na+].Cl[CH2:8][CH2:9][O:10][C:11]1[CH:16]=[CH:15][CH:14]=[CH:13][CH:12]=1. Given the product [O:10]([CH2:9][CH2:8][S:2]([O-:4])(=[O:1])=[O:3])[C:11]1[CH:16]=[CH:15][CH:14]=[CH:13][CH:12]=1.[Na+:5], predict the reactants needed to synthesize it. (4) Given the product [O:40]=[C:34]1[CH:33]([N:27]2[CH2:26][C:25]3[C:29](=[CH:30][CH:31]=[C:23]([CH2:22][NH:21][C:3](=[O:5])[C:2]([F:1])([F:14])[C:6]4[CH:11]=[CH:10][C:9](=[O:12])[N:8]([CH3:13])[CH:7]=4)[CH:24]=3)[C:28]2=[O:32])[CH2:38][CH2:37][C:36](=[O:39])[NH:35]1, predict the reactants needed to synthesize it. The reactants are: [F:1][C:2]([F:14])([C:6]1[CH:11]=[CH:10][C:9](=[O:12])[N:8]([CH3:13])[CH:7]=1)[C:3]([OH:5])=O.P(Cl)(Cl)(Cl)=O.Cl.[NH2:21][CH2:22][C:23]1[CH:24]=[C:25]2[C:29](=[CH:30][CH:31]=1)[C:28](=[O:32])[N:27]([CH:33]1[CH2:38][CH2:37][C:36](=[O:39])[NH:35][C:34]1=[O:40])[CH2:26]2.C(=O)(O)[O-].[Na+]. (5) Given the product [Cl:17][C:14]1[CH:15]=[CH:16][C:11]([N:8]2[CH2:9][CH2:10][N:5]([C:3](=[O:4])[CH2:2][N:22]3[C:23]4[CH:28]=[CH:27][CH:26]=[CH:25][C:24]=4[O:20][C:21]3=[O:29])[CH2:6][CH2:7]2)=[CH:12][C:13]=1[O:18][CH3:19], predict the reactants needed to synthesize it. The reactants are: Cl[CH2:2][C:3]([N:5]1[CH2:10][CH2:9][N:8]([C:11]2[CH:16]=[CH:15][C:14]([Cl:17])=[C:13]([O:18][CH3:19])[CH:12]=2)[CH2:7][CH2:6]1)=[O:4].[O:20]1[C:24]2[CH:25]=[CH:26][CH:27]=[CH:28][C:23]=2[NH:22][C:21]1=[O:29].C([O-])([O-])=O.[K+].[K+]. (6) Given the product [CH3:1][N:2]([CH2:13][C:14]1[N:18]([CH2:19][CH2:20][CH2:21][CH:22]2[CH2:27][CH2:26][CH2:25][CH2:24][N:23]2[CH3:32])[C:17]2[CH:28]=[CH:29][CH:30]=[CH:31][C:16]=2[N:15]=1)[CH:3]1[C:12]2[N:11]=[CH:10][CH:9]=[CH:8][C:7]=2[CH2:6][CH2:5][CH2:4]1, predict the reactants needed to synthesize it. The reactants are: [CH3:1][N:2]([CH2:13][C:14]1[N:18]([CH2:19][CH2:20][CH2:21][CH:22]2[CH2:27][CH2:26][CH2:25][CH2:24][NH:23]2)[C:17]2[CH:28]=[CH:29][CH:30]=[CH:31][C:16]=2[N:15]=1)[CH:3]1[C:12]2[N:11]=[CH:10][CH:9]=[CH:8][C:7]=2[CH2:6][CH2:5][CH2:4]1.[CH3:32]N(CC1N(CC2CCCN(C)C2)C2C=CC=CC=2N=1)C1C2N=CC=CC=2CCC1.